Dataset: Catalyst prediction with 721,799 reactions and 888 catalyst types from USPTO. Task: Predict which catalyst facilitates the given reaction. (1) Reactant: [CH3:1][O:2][C:3](=[O:13])[CH2:4][C:5]1[CH:10]=[CH:9][C:8]([F:11])=[CH:7][C:6]=1[Cl:12].[Br:14]N1C(=O)CCC1=O. Product: [Br:14][CH:4]([C:5]1[CH:10]=[CH:9][C:8]([F:11])=[CH:7][C:6]=1[Cl:12])[C:3]([O:2][CH3:1])=[O:13]. The catalyst class is: 53. (2) Product: [CH2:12]([N:19]1[CH2:24][CH2:23][CH:22]([CH3:25])[CH:21]([N:26]([CH3:27])[C:2]2[C:3]3[CH2:10][C:9](=[O:11])[NH:8][C:4]=3[N:5]=[CH:6][N:7]=2)[CH2:20]1)[C:13]1[CH:14]=[CH:15][CH:16]=[CH:17][CH:18]=1. The catalyst class is: 41. Reactant: Cl[C:2]1[C:3]2[CH2:10][C:9](=[O:11])[NH:8][C:4]=2[N:5]=[CH:6][N:7]=1.[CH2:12]([N:19]1[CH2:24][CH2:23][C@H:22]([CH3:25])[C@H:21]([NH:26][CH3:27])[CH2:20]1)[C:13]1[CH:18]=[CH:17][CH:16]=[CH:15][CH:14]=1. (3) Reactant: C[O:2][C:3](=[O:25])[CH:4]([NH:17][C:18]([O:20][C:21]([CH3:24])([CH3:23])[CH3:22])=[O:19])[CH2:5][CH2:6][C:7]([N:9]1[CH2:13][CH2:12][CH2:11][C@H:10]1[CH2:14][O:15][CH3:16])=[O:8].[OH-].[Na+].Cl. Product: [C:21]([O:20][C:18]([NH:17][CH:4]([CH2:5][CH2:6][C:7]([N:9]1[CH2:13][CH2:12][CH2:11][C@H:10]1[CH2:14][O:15][CH3:16])=[O:8])[C:3]([OH:25])=[O:2])=[O:19])([CH3:22])([CH3:24])[CH3:23]. The catalyst class is: 5. (4) Reactant: C([O:3][C:4](=[O:27])[CH2:5][N:6]([S:18]([C:21]1[CH:26]=[CH:25][CH:24]=[CH:23][CH:22]=1)(=[O:20])=[O:19])[C:7]1[CH:12]=[C:11]([C:13]([F:16])([F:15])[F:14])[CH:10]=[CH:9][C:8]=1[Cl:17])C.[Li+].[OH-]. Product: [C:21]1([S:18]([N:6]([CH2:5][C:4]([OH:27])=[O:3])[C:7]2[CH:12]=[C:11]([C:13]([F:15])([F:16])[F:14])[CH:10]=[CH:9][C:8]=2[Cl:17])(=[O:19])=[O:20])[CH:22]=[CH:23][CH:24]=[CH:25][CH:26]=1. The catalyst class is: 38. (5) Reactant: [NH2:1][C@H:2]([C:4]([NH:6][C@H:7]([C:15]([OH:17])=[O:16])[CH2:8][C:9]1[CH:14]=[CH:13][CH:12]=[CH:11][CH:10]=1)=[O:5])[CH3:3].N1C=CC=CC=1.[C:24](OC(=O)C)(=[O:26])[CH3:25].O. Product: [C:24]([NH:1][CH:2]([CH3:3])[C:4]([NH:6][C@H:7]([C:15]([OH:17])=[O:16])[CH2:8][C:9]1[CH:14]=[CH:13][CH:12]=[CH:11][CH:10]=1)=[O:5])(=[O:26])[CH3:25]. The catalyst class is: 2.